Predict the product of the given reaction. From a dataset of Forward reaction prediction with 1.9M reactions from USPTO patents (1976-2016). (1) The product is: [NH2:1][C:2]1[N:3]=[C:4]([C:19]2[CH:24]=[CH:23][CH:22]=[CH:21][CH:20]=2)[C:5]([C:9]2[CH:10]=[CH:11][C:12](=[O:18])[N:13]([CH:15]([CH3:17])[CH3:16])[N:14]=2)=[N:6][C:7]=1[NH:29][CH2:28][CH2:27][N:26]([CH3:30])[CH3:25]. Given the reactants [NH2:1][C:2]1[N:3]=[C:4]([C:19]2[CH:24]=[CH:23][CH:22]=[CH:21][CH:20]=2)[C:5]([C:9]2[CH:10]=[CH:11][C:12](=[O:18])[N:13]([CH:15]([CH3:17])[CH3:16])[N:14]=2)=[N:6][C:7]=1Br.[CH3:25][N:26]([CH3:30])[CH2:27][CH2:28][NH2:29], predict the reaction product. (2) Given the reactants [CH:1]1([CH2:4]Br)[CH2:3][CH2:2]1.[O:6]=[C:7]1[NH:12][CH2:11][CH2:10][N:9]2[N:13]=[C:14]([C:16]([O:18][CH2:19][CH3:20])=[O:17])[CH:15]=[C:8]12.C(=O)([O-])[O-].[Cs+].[Cs+], predict the reaction product. The product is: [CH:1]1([CH2:4][N:12]2[CH2:11][CH2:10][N:9]3[N:13]=[C:14]([C:16]([O:18][CH2:19][CH3:20])=[O:17])[CH:15]=[C:8]3[C:7]2=[O:6])[CH2:3][CH2:2]1.